Dataset: Forward reaction prediction with 1.9M reactions from USPTO patents (1976-2016). Task: Predict the product of the given reaction. (1) Given the reactants [CH3:1][O:2][C:3]1[CH:4]=[C:5]([CH2:11][C:12]([NH:14][CH2:15][CH2:16][CH2:17][C:18]2[CH:23]=[CH:22][C:21]([O:24][CH3:25])=[C:20]([O:26][CH3:27])[CH:19]=2)=O)[CH:6]=[CH:7][C:8]=1[O:9][CH3:10].O=P(Cl)(Cl)Cl.[BH4-].[Na+].O, predict the reaction product. The product is: [CH3:1][O:2][C:3]1[CH:4]=[C:5]([CH:6]=[CH:7][C:8]=1[O:9][CH3:10])[CH2:11][CH:12]1[C:23]2[CH:22]=[C:21]([O:24][CH3:25])[C:20]([O:26][CH3:27])=[CH:19][C:18]=2[CH2:17][CH2:16][CH2:15][NH:14]1. (2) Given the reactants C([O:4][CH2:5][C@H:6]1[O:10][C@@H:9]([N:11]2[C:20]3[N:19]=[CH:18][N:17]=[C:15]([OH:16])[C:14]=3[N:13]=[CH:12]2)[CH:8]=[CH:7]1)(=O)C, predict the reaction product. The product is: [C@@H:9]1([N:11]2[C:20]3[N:19]=[CH:18][N:17]=[C:15]([OH:16])[C:14]=3[N:13]=[CH:12]2)[O:10][C@H:6]([CH2:5][OH:4])[CH:7]=[CH:8]1. (3) Given the reactants [Cl:1][C:2]1[CH:7]=[C:6]([Cl:8])[CH:5]=[CH:4][C:3]=1[C:9]1[N:10]=[C:11]([CH2:30][CH3:31])[C:12]([NH:17][C@@H:18]2[C:26]3[C:21](=[CH:22][CH:23]=[CH:24][CH:25]=3)[CH2:20][C@@H:19]2[O:27][CH2:28][CH3:29])=[N:13][C:14]=1[CH2:15][CH3:16].BrCC[F:35], predict the reaction product. The product is: [Cl:1][C:2]1[CH:7]=[C:6]([Cl:8])[CH:5]=[CH:4][C:3]=1[C:9]1[N:10]=[C:11]([CH2:30][CH3:31])[C:12]([NH:17][C@@H:18]2[C:26]3[C:21](=[CH:22][CH:23]=[CH:24][CH:25]=3)[CH2:20][C@@H:19]2[O:27][CH2:28][CH2:29][F:35])=[N:13][C:14]=1[CH2:15][CH3:16]. (4) Given the reactants [CH2:1]([O:8][C:9]([NH:11][C@H:12]([C:17]([OH:19])=O)[CH2:13][CH:14]([CH3:16])[CH3:15])=[O:10])[C:2]1[CH:7]=[CH:6][CH:5]=[CH:4][CH:3]=1.Cl.CN.C[CH2:24][N:25](C(C)C)C(C)C.CN(C(ON1N=NC2C=CC=CC1=2)=[N+](C)C)C.[B-](F)(F)(F)F, predict the reaction product. The product is: [CH3:24][NH:25][C:17](=[O:19])[C@H:12]([CH2:13][CH:14]([CH3:16])[CH3:15])[NH:11][C:9]([O:8][CH2:1][C:2]1[CH:7]=[CH:6][CH:5]=[CH:4][CH:3]=1)=[O:10]. (5) Given the reactants [N+:1]([O-:4])(O)=[O:2].[Cl:5][C:6]1[CH:11]=[C:10]([F:12])[CH:9]=[CH:8][C:7]=1[NH2:13].CCOC(C)=O, predict the reaction product. The product is: [Cl:5][C:6]1[CH:11]=[C:10]([F:12])[C:9]([N+:1]([O-:4])=[O:2])=[CH:8][C:7]=1[NH2:13]. (6) Given the reactants [CH3:1][C:2]1[CH:6]=[C:5]([CH3:7])[N:4]([CH:8]([C:10]2[C:11]3[CH2:34][N:33](C(OC(C)(C)C)=O)[CH2:32][CH2:31][C:12]=3[N:13]=[C:14]([NH:16][C:17]3[CH:22]=[CH:21][C:20]([N:23]4[CH:27]=[C:26]([CH3:28])[N:25]=[CH:24]4)=[C:19]([O:29][CH3:30])[CH:18]=3)[N:15]=2)[CH3:9])[N:3]=1.C(O)(C(F)(F)F)=O.C([O-])(O)=O.[Na+], predict the reaction product. The product is: [CH3:1][C:2]1[CH:6]=[C:5]([CH3:7])[N:4]([CH:8]([C:10]2[C:11]3[CH2:34][NH:33][CH2:32][CH2:31][C:12]=3[N:13]=[C:14]([NH:16][C:17]3[CH:22]=[CH:21][C:20]([N:23]4[CH:27]=[C:26]([CH3:28])[N:25]=[CH:24]4)=[C:19]([O:29][CH3:30])[CH:18]=3)[N:15]=2)[CH3:9])[N:3]=1. (7) Given the reactants [N:1]1[N:5]2[C:6]3[CH:14]=[CH:13][CH:12]=[CH:11][C:7]=3[O:8][CH2:9][CH2:10][C:4]2=[N:3][C:2]=1[C:15]([OH:17])=O.C[N:19](C)C=O.F[P-](F)(F)(F)(F)F.C[N+](C)=C(N(C)C)ON1C2N=CC=CC=2N=N1.ClC1C=CC2N=NN(O)C=2C=1.[Cl-].[NH4+].C(N(CC)C(C)C)(C)C, predict the reaction product. The product is: [N:1]1[N:5]2[C:6]3[CH:14]=[CH:13][CH:12]=[CH:11][C:7]=3[O:8][CH2:9][CH2:10][C:4]2=[N:3][C:2]=1[C:15]([NH2:19])=[O:17]. (8) Given the reactants [Br:1][C:2]1[CH:21]=[CH:20][C:5]([O:6][CH2:7][CH2:8][CH:9]([C:15](OCC)=[O:16])[C:10](OCC)=[O:11])=[CH:4][CH:3]=1.[BH4-].[Na+], predict the reaction product. The product is: [Br:1][C:2]1[CH:3]=[CH:4][C:5]([O:6][CH2:7][CH2:8][CH:9]([CH2:15][OH:16])[CH2:10][OH:11])=[CH:20][CH:21]=1.